Predict the reactants needed to synthesize the given product. From a dataset of Full USPTO retrosynthesis dataset with 1.9M reactions from patents (1976-2016). Given the product [C:1]([C:3]1[CH:4]=[C:5]([NH:9][C:10](=[O:11])[O:12][C:13]([CH3:16])([CH3:15])[CH3:14])[CH:6]=[CH:7][CH:8]=1)#[CH:2], predict the reactants needed to synthesize it. The reactants are: [C:1]([C:3]1[CH:4]=[C:5]([NH2:9])[CH:6]=[CH:7][CH:8]=1)#[CH:2].[C:10](O[C:10]([O:12][C:13]([CH3:16])([CH3:15])[CH3:14])=[O:11])([O:12][C:13]([CH3:16])([CH3:15])[CH3:14])=[O:11].CCN(CC)CC.